Dataset: Full USPTO retrosynthesis dataset with 1.9M reactions from patents (1976-2016). Task: Predict the reactants needed to synthesize the given product. (1) Given the product [NH3:55].[CH:67]1([N:72]2[C:76]3[N:77]=[C:78]([NH:81][C:50]4[N:55]=[CH:54][C:53]([N:56]5[CH2:61][CH2:60][N:59]([CH2:62][C:63]([CH3:66])([OH:65])[CH3:64])[CH2:58][CH2:57]5)=[CH:52][CH:51]=4)[N:79]=[CH:80][C:75]=3[C:74]3[CH:82]=[CH:83][N:84]=[C:85]([F:86])[C:73]2=3)[CH2:68][CH2:69][CH2:70][CH2:71]1, predict the reactants needed to synthesize it. The reactants are: CC1(C)C2C(=C(P(C3C=CC=CC=3)C3C=CC=CC=3)C=CC=2)OC2C(P(C3C=CC=CC=3)C3C=CC=CC=3)=CC=CC1=2.C(=O)([O-])[O-].[Cs+].[Cs+].Cl[C:50]1[N:55]=[CH:54][C:53]([N:56]2[CH2:61][CH2:60][N:59]([CH2:62][C:63]([CH3:66])([OH:65])[CH3:64])[CH2:58][CH2:57]2)=[CH:52][CH:51]=1.[CH:67]1([N:72]2[C:76]3[N:77]=[C:78]([NH2:81])[N:79]=[CH:80][C:75]=3[C:74]3[CH:82]=[CH:83][N:84]=[C:85]([F:86])[C:73]2=3)[CH2:71][CH2:70][CH2:69][CH2:68]1. (2) Given the product [Br:1][C:2]1[CH:7]=[CH:6][CH:5]=[C:4]([O:8][CH2:10][CH2:11][CH2:12][O:13][CH3:14])[CH:3]=1, predict the reactants needed to synthesize it. The reactants are: [Br:1][C:2]1[CH:3]=[C:4]([OH:8])[CH:5]=[CH:6][CH:7]=1.Cl[CH2:10][CH2:11][CH2:12][O:13][CH3:14].C([O-])([O-])=O.[K+].[K+]. (3) Given the product [F:1][C:2]1[CH:7]=[C:6]([I:22])[C:5]([O:8][CH3:9])=[CH:4][C:3]=1[C:10]1[CH:15]=[CH:14][CH:13]=[C:12]([F:16])[CH:11]=1, predict the reactants needed to synthesize it. The reactants are: [F:1][C:2]1[CH:7]=[CH:6][C:5]([O:8][CH3:9])=[CH:4][C:3]=1[C:10]1[CH:15]=[CH:14][CH:13]=[C:12]([F:16])[CH:11]=1.S(=O)(=O)(O)O.[I:22]N1C(=O)CCC1=O. (4) Given the product [O:13]1[CH2:12][CH2:11][N:10]([C:7]2[CH:6]=[CH:5][C:4]([NH2:1])=[CH:9][CH:8]=2)[CH2:15][CH2:14]1, predict the reactants needed to synthesize it. The reactants are: [N+:1]([C:4]1[CH:9]=[CH:8][C:7]([N:10]2[CH2:15][CH2:14][O:13][CH2:12][CH2:11]2)=[CH:6][CH:5]=1)([O-])=O.[H][H]. (5) Given the product [CH3:38][CH:39]([N:41]1[CH2:46][CH2:45][N:44]([C:35]([C@H:32]2[CH2:33][CH2:34][N:30]([C:28]([O:27][C:23]([CH3:24])([CH3:25])[CH3:26])=[O:29])[CH2:31]2)=[O:37])[CH2:43][CH2:42]1)[CH3:40], predict the reactants needed to synthesize it. The reactants are: CCN=C=NCCCN(C)C.Cl.C1C=CC2N(O)N=NC=2C=1.[C:23]([O:27][C:28]([N:30]1[CH2:34][CH2:33][C@H:32]([C:35]([OH:37])=O)[CH2:31]1)=[O:29])([CH3:26])([CH3:25])[CH3:24].[CH3:38][CH:39]([N:41]1[CH2:46][CH2:45][NH:44][CH2:43][CH2:42]1)[CH3:40]. (6) Given the product [CH2:29]([N:28]([CH3:27])[C:24]([C@H:22]1[CH2:21][CH2:20][C:19]2[C:12]3[C:11]([NH:10][C:8]4[CH:9]=[C:4]5[CH:3]=[N:2][NH:1][C:5]5=[N:6][CH:7]=4)=[N:16][CH:15]=[N:14][C:13]=3[S:17][C:18]=2[CH2:23]1)=[O:25])[CH3:30], predict the reactants needed to synthesize it. The reactants are: [NH:1]1[C:5]2=[N:6][CH:7]=[C:8]([NH:10][C:11]3[C:12]4[C:19]5[CH2:20][CH2:21][C@H:22]([C:24](O)=[O:25])[CH2:23][C:18]=5[S:17][C:13]=4[N:14]=[CH:15][N:16]=3)[CH:9]=[C:4]2[CH:3]=[N:2]1.[CH3:27][NH:28][CH2:29][CH3:30]. (7) Given the product [NH2:23][C:21]1[CH:20]=[CH:19][C:17]2[NH:18][C:13]([C:8]3[C:7](=[O:33])[C:6]([CH2:34][CH2:35][CH3:36])([CH2:37][CH2:38][CH3:39])[C:5]4[C:10]([C:9]=3[OH:12])=[CH:11][C:2]([F:1])=[CH:3][CH:4]=4)=[N:14][S:15](=[O:31])(=[O:32])[C:16]=2[CH:22]=1, predict the reactants needed to synthesize it. The reactants are: [F:1][C:2]1[CH:11]=[C:10]2[C:5]([C:6]([CH2:37][CH2:38][CH3:39])([CH2:34][CH2:35][CH3:36])[C:7](=[O:33])[C:8]([C:13]3[NH:18][C:17]4[CH:19]=[CH:20][C:21]([NH:23]C(=O)OC(C)(C)C)=[CH:22][C:16]=4[S:15](=[O:32])(=[O:31])[N:14]=3)=[C:9]2[OH:12])=[CH:4][CH:3]=1.FC(F)(F)C(O)=O.